This data is from Full USPTO retrosynthesis dataset with 1.9M reactions from patents (1976-2016). The task is: Predict the reactants needed to synthesize the given product. (1) Given the product [Cl:26][C:23]1[CH:24]=[CH:25][C:20]([C:18]([NH:17][CH:13]([CH2:12][C:7]2[C:5]3[C:4](=[CH:3][CH:2]=[CH:1][CH:6]=3)[NH:11][C:9](=[O:10])[CH:8]=2)[C:14]([O:16][CH2:40][N:38]2[C:37]3[CH:36]=[CH:35][CH:34]=[CH:33][C:32]=3[C:31]3[C:39]2=[CH:27][CH:28]=[CH:29][CH:30]=3)=[O:15])=[O:19])=[CH:21][CH:22]=1, predict the reactants needed to synthesize it. The reactants are: [CH:1]1[CH:2]=[CH:3][C:4]2[NH:11][C:9](=[O:10])[CH:8]=[C:7]([CH2:12][CH:13]([NH:17][C:18]([C:20]3[CH:21]=[CH:22][C:23]([Cl:26])=[CH:24][CH:25]=3)=[O:19])[C:14]([OH:16])=[O:15])[C:5]=2[CH:6]=1.[CH:27]1[C:39]2[N:38]([CH2:40]O)[C:37]3[C:32](=[CH:33][CH:34]=[CH:35][CH:36]=3)[C:31]=2[CH:30]=[CH:29][CH:28]=1. (2) Given the product [S:16]=[C:2]1[C:11]2[C:6](=[N:7][C:8]([S:12][CH2:13][CH3:14])=[N:9][CH:10]=2)[N:5]=[CH:4][NH:3]1, predict the reactants needed to synthesize it. The reactants are: O=[C:2]1[C:11]2[C:6](=[N:7][C:8]([S:12][CH2:13][CH3:14])=[N:9][CH:10]=2)[N:5]=[CH:4][NH:3]1.P12(SP3(SP(SP(S3)(S1)=S)(=S)S2)=S)=[S:16].N1C=CC=CC=1.C. (3) Given the product [C:20]([O:19][C:17]([NH:16][CH2:15][CH2:14][CH2:13][CH2:12][C@H:7]([NH:6][C:4](=[O:5])[CH2:3][CH2:2][NH:1][C:48]([C:24]1[CH:25]=[CH:26][C:27]([C:24]2[CH:25]=[CH:26][C:27]([CH2:41][CH2:40][CH3:39])=[CH:28][CH:29]=2)=[CH:28][CH:29]=1)=[O:49])[C:8]([O:10][CH3:11])=[O:9])=[O:18])([CH3:23])([CH3:22])[CH3:21], predict the reactants needed to synthesize it. The reactants are: [NH2:1][CH2:2][CH2:3][C:4]([NH:6][C@@H:7]([CH2:12][CH2:13][CH2:14][CH2:15][NH:16][C:17]([O:19][C:20]([CH3:23])([CH3:22])[CH3:21])=[O:18])[C:8]([O:10][CH3:11])=[O:9])=[O:5].[CH:24]1[CH:25]=[CH:26][C:27]2N(O)N=N[C:28]=2[CH:29]=1.CCN=C=N[CH2:39][CH2:40][CH2:41]N(C)C.CN([CH:48]=[O:49])C.